Task: Regression. Given two drug SMILES strings and cell line genomic features, predict the synergy score measuring deviation from expected non-interaction effect.. Dataset: NCI-60 drug combinations with 297,098 pairs across 59 cell lines (1) Drug 1: CC1OCC2C(O1)C(C(C(O2)OC3C4COC(=O)C4C(C5=CC6=C(C=C35)OCO6)C7=CC(=C(C(=C7)OC)O)OC)O)O. Drug 2: CC1=C(C(CCC1)(C)C)C=CC(=CC=CC(=CC(=O)O)C)C. Cell line: MDA-MB-435. Synergy scores: CSS=18.3, Synergy_ZIP=-2.25, Synergy_Bliss=8.01, Synergy_Loewe=3.56, Synergy_HSA=5.15. (2) Drug 1: CCCS(=O)(=O)NC1=C(C(=C(C=C1)F)C(=O)C2=CNC3=C2C=C(C=N3)C4=CC=C(C=C4)Cl)F. Drug 2: CCN(CC)CCCC(C)NC1=C2C=C(C=CC2=NC3=C1C=CC(=C3)Cl)OC. Cell line: SF-268. Synergy scores: CSS=26.7, Synergy_ZIP=-0.0438, Synergy_Bliss=2.05, Synergy_Loewe=-14.6, Synergy_HSA=-1.01. (3) Drug 1: COC1=CC(=CC(=C1O)OC)C2C3C(COC3=O)C(C4=CC5=C(C=C24)OCO5)OC6C(C(C7C(O6)COC(O7)C8=CC=CS8)O)O. Drug 2: CCCCCOC(=O)NC1=NC(=O)N(C=C1F)C2C(C(C(O2)C)O)O. Cell line: OVCAR-8. Synergy scores: CSS=21.9, Synergy_ZIP=0.0774, Synergy_Bliss=0.148, Synergy_Loewe=-34.9, Synergy_HSA=-0.0751. (4) Drug 1: CC1C(C(CC(O1)OC2CC(CC3=C2C(=C4C(=C3O)C(=O)C5=C(C4=O)C(=CC=C5)OC)O)(C(=O)C)O)N)O.Cl. Drug 2: C1=CC=C(C=C1)NC(=O)CCCCCCC(=O)NO. Cell line: KM12. Synergy scores: CSS=45.5, Synergy_ZIP=12.3, Synergy_Bliss=13.7, Synergy_Loewe=17.2, Synergy_HSA=18.1. (5) Drug 1: C1=C(C(=O)NC(=O)N1)N(CCCl)CCCl. Drug 2: CCN(CC)CCNC(=O)C1=C(NC(=C1C)C=C2C3=C(C=CC(=C3)F)NC2=O)C. Cell line: NCIH23. Synergy scores: CSS=24.2, Synergy_ZIP=0.950, Synergy_Bliss=1.85, Synergy_Loewe=-1.87, Synergy_HSA=-1.02. (6) Drug 1: C1CCC(C1)C(CC#N)N2C=C(C=N2)C3=C4C=CNC4=NC=N3. Drug 2: COC1=NC(=NC2=C1N=CN2C3C(C(C(O3)CO)O)O)N. Cell line: M14. Synergy scores: CSS=-17.1, Synergy_ZIP=8.30, Synergy_Bliss=2.76, Synergy_Loewe=-2.18, Synergy_HSA=-8.40. (7) Drug 1: CN(CCCl)CCCl.Cl. Drug 2: COCCOC1=C(C=C2C(=C1)C(=NC=N2)NC3=CC=CC(=C3)C#C)OCCOC.Cl. Cell line: HOP-92. Synergy scores: CSS=28.5, Synergy_ZIP=-3.93, Synergy_Bliss=-4.80, Synergy_Loewe=-4.31, Synergy_HSA=-1.35. (8) Drug 1: CCC1=CC2CC(C3=C(CN(C2)C1)C4=CC=CC=C4N3)(C5=C(C=C6C(=C5)C78CCN9C7C(C=CC9)(C(C(C8N6C)(C(=O)OC)O)OC(=O)C)CC)OC)C(=O)OC.C(C(C(=O)O)O)(C(=O)O)O. Drug 2: CN(C)C1=NC(=NC(=N1)N(C)C)N(C)C. Cell line: LOX IMVI. Synergy scores: CSS=34.7, Synergy_ZIP=-1.38, Synergy_Bliss=-2.75, Synergy_Loewe=-64.2, Synergy_HSA=-0.0786.